Dataset: Reaction yield outcomes from USPTO patents with 853,638 reactions. Task: Predict the reaction yield, written as a fraction of the theoretical maximum amount of product (1.0 means a 100% yield; for example, 0.34 means a 34% yield). (1) The reactants are C(OC([NH:8][C:9]1[CH:14]=[CH:13][C:12]([N:15]2[C:24](=[O:25])[C:23]3[C:18](=[CH:19][CH:20]=[CH:21][CH:22]=3)[NH:17][C:16]2=[O:26])=[CH:11][CH:10]=1)=O)(C)(C)C.[C:27]([OH:33])([C:29]([F:32])([F:31])[F:30])=[O:28]. The catalyst is C(Cl)Cl. The product is [F:30][C:29]([F:32])([F:31])[C:27]([OH:33])=[O:28].[NH2:8][C:9]1[CH:14]=[CH:13][C:12]([N:15]2[C:24](=[O:25])[C:23]3[C:18](=[CH:19][CH:20]=[CH:21][CH:22]=3)[NH:17][C:16]2=[O:26])=[CH:11][CH:10]=1. The yield is 0.990. (2) The reactants are ClC1C=C(Cl)C=C(Cl)C=1[O:10][C:11](=O)[CH2:12][C:13](OC1C(Cl)=CC(Cl)=CC=1Cl)=[O:14].[NH2:26]/[C:27](/[CH3:34])=[CH:28]\[C:29]([O:31][CH2:32][CH3:33])=[O:30]. The catalyst is BrC1C=CC=CC=1.CCOC(C)=O. The product is [CH2:32]([O:31][C:29](=[O:30])[C:28]1[C:11]([OH:10])=[CH:12][C:13]([OH:14])=[N:26][C:27]=1[CH3:34])[CH3:33]. The yield is 0.860. (3) The reactants are [Cl:1][C:2]1[CH:7]=[CH:6][CH:5]=[CH:4][C:3]=1[C:8]1[CH:9]=[N:10][C:11]2[N:12]([N:24]=[C:25](SC)[C:26]=2[C:27]([O:29][CH2:30][CH3:31])=[O:28])[C:13]=1[C:14]1[CH:19]=[CH:18][C:17]([C:20]([F:23])([F:22])[F:21])=[CH:16][CH:15]=1.Cl[C:35]1C=CC=C(C(OO)=O)C=1.[S:45]([O-:49])([O-])(=[O:47])=S.[Na+].[Na+]. The catalyst is C(Cl)Cl. The product is [Cl:1][C:2]1[CH:7]=[CH:6][CH:5]=[CH:4][C:3]=1[C:8]1[CH:9]=[N:10][C:11]2[N:12]([N:24]=[C:25]([S:45]([CH3:35])(=[O:49])=[O:47])[C:26]=2[C:27]([O:29][CH2:30][CH3:31])=[O:28])[C:13]=1[C:14]1[CH:15]=[CH:16][C:17]([C:20]([F:22])([F:21])[F:23])=[CH:18][CH:19]=1. The yield is 0.910. (4) The reactants are [C:1](Cl)([Cl:3])=[O:2].[CH2:5]1[O:13][C:12]2[C:7](=[CH:8][C:9]([N+:17]([O-:19])=[O:18])=[C:10]([CH:14]([OH:16])[CH3:15])[CH:11]=2)[O:6]1.CCCCCC. The catalyst is C1COCC1. The product is [Cl:3][C:1]([O:16][CH:14]([C:10]1[CH:11]=[C:12]2[O:13][CH2:5][O:6][C:7]2=[CH:8][C:9]=1[N+:17]([O-:19])=[O:18])[CH3:15])=[O:2]. The yield is 0.850. (5) The reactants are [C:1]1([CH3:7])C=CC=C[CH:2]=1.Br[C:9]1[CH:10]=[C:11]([CH:21]=[CH:22][C:23]=1[F:24])[CH2:12][NH:13][C:14](=[O:20])[O:15][C:16]([CH3:19])([CH3:18])[CH3:17].[O-]P([O-])([O-])=O.[K+].[K+].[K+].C1(B(O)O)CC1. The catalyst is O.C([O-])(=O)C.[Pd+2].C([O-])(=O)C. The product is [CH:7]1([C:9]2[CH:10]=[C:11]([CH:21]=[CH:22][C:23]=2[F:24])[CH2:12][NH:13][C:14](=[O:20])[O:15][C:16]([CH3:19])([CH3:18])[CH3:17])[CH2:1][CH2:2]1. The yield is 0.880. (6) The reactants are [Br:1][C:2]1[CH:3]=[CH:4][C:5]([NH:8][C:9](=[O:15])[C:10]([CH3:14])([CH3:13])[CH2:11]Cl)=[N:6][CH:7]=1.[H-].[Na+]. The catalyst is CN(C=O)C. The product is [Br:1][C:2]1[CH:3]=[CH:4][C:5]([N:8]2[CH2:11][C:10]([CH3:14])([CH3:13])[C:9]2=[O:15])=[N:6][CH:7]=1. The yield is 0.720. (7) The yield is 0.300. The reactants are Cl[C:2]1[CH:7]=[C:6]([NH:8][C:9]2[CH:19]=[CH:18][CH:17]=[CH:16][C:10]=2[C:11]([NH:13][CH2:14][CH3:15])=[O:12])[C:5]([Cl:20])=[CH:4][N:3]=1.[CH2:21]([N:23]1[C:27]([NH2:28])=[CH:26][C:25]([CH3:29])=[N:24]1)[CH3:22].C(=O)([O-])[O-].[Cs+].[Cs+].C1(P(C2C=CC=CC=2)C2C=CC3C(=CC=CC=3)C=2C2C3C(=CC=CC=3)C=CC=2P(C2C=CC=CC=2)C2C=CC=CC=2)C=CC=CC=1. The catalyst is C([O-])(=O)C.[Pd+2].C([O-])(=O)C.O1CCOCC1.C1COCC1. The product is [Cl:20][C:5]1[C:6]([NH:8][C:9]2[CH:19]=[CH:18][CH:17]=[CH:16][C:10]=2[C:11]([NH:13][CH2:14][CH3:15])=[O:12])=[CH:7][C:2]([NH:28][C:27]2[N:23]([CH2:21][CH3:22])[N:24]=[C:25]([CH3:29])[CH:26]=2)=[N:3][CH:4]=1. (8) The product is [CH3:13][C:7]1[CH:8]=[CH:9][CH:10]=[C:11]2[C:6]=1[C:5](=[O:14])[N:4]([C:15]1[CH:20]=[CH:19][CH:18]=[CH:17][C:16]=1[CH3:21])[C:3]([CH:2]=[O:1])=[CH:12]2. The catalyst is C(Cl)Cl.O=[Mn]=O. The yield is 0.900. The reactants are [OH:1][CH2:2][C:3]1[N:4]([C:15]2[CH:20]=[CH:19][CH:18]=[CH:17][C:16]=2[CH3:21])[C:5](=[O:14])[C:6]2[C:11]([CH:12]=1)=[CH:10][CH:9]=[CH:8][C:7]=2[CH3:13]. (9) The reactants are [CH:1]([S:3]([CH3:6])(=[O:5])=[O:4])=[CH2:2].[C:7]([O:11][C:12]([N:14]1[CH2:19][CH2:18][NH:17][CH2:16][CH2:15]1)=[O:13])([CH3:10])([CH3:9])[CH3:8]. The catalyst is CO. The product is [C:7]([O:11][C:12]([N:14]1[CH2:19][CH2:18][N:17]([CH2:2][CH2:1][S:3]([CH3:6])(=[O:5])=[O:4])[CH2:16][CH2:15]1)=[O:13])([CH3:10])([CH3:8])[CH3:9]. The yield is 0.950. (10) The reactants are [CH2:1]([Mg]Br)[CH3:2].[CH2:5]([N:12]1[CH2:17][CH2:16][C:15](=[O:18])[CH2:14][CH2:13]1)[C:6]1[CH:11]=[CH:10][CH:9]=[CH:8][CH:7]=1.[Cl-].[NH4+]. The catalyst is C1COCC1. The product is [CH2:5]([N:12]1[CH2:17][CH2:16][C:15]([CH2:1][CH3:2])([OH:18])[CH2:14][CH2:13]1)[C:6]1[CH:7]=[CH:8][CH:9]=[CH:10][CH:11]=1. The yield is 0.940.